This data is from Reaction yield outcomes from USPTO patents with 853,638 reactions. The task is: Predict the reaction yield, written as a fraction of the theoretical maximum amount of product (1.0 means a 100% yield; for example, 0.34 means a 34% yield). The yield is 0.300. The product is [CH3:1][C:2]1([CH3:33])[CH2:11][CH2:10][C:9]2[N:8]=[CH:7][N:6]=[C:5]([N:12]3[CH2:18][C:17]4[CH:19]=[C:20]([C:23]5[CH:24]=[C:25]([NH2:30])[C:26]([NH2:29])=[N:27][CH:28]=5)[CH:21]=[CH:22][C:16]=4[O:15][CH2:14][CH2:13]3)[C:4]=2[CH2:3]1. The catalyst is [Pd].CO. The reactants are [CH3:1][C:2]1([CH3:33])[CH2:11][CH2:10][C:9]2[N:8]=[CH:7][N:6]=[C:5]([N:12]3[CH2:18][C:17]4[CH:19]=[C:20]([C:23]5[CH:24]=[C:25]([N+:30]([O-])=O)[C:26]([NH2:29])=[N:27][CH:28]=5)[CH:21]=[CH:22][C:16]=4[O:15][CH2:14][CH2:13]3)[C:4]=2[CH2:3]1.